This data is from Reaction yield outcomes from USPTO patents with 853,638 reactions. The task is: Predict the reaction yield, written as a fraction of the theoretical maximum amount of product (1.0 means a 100% yield; for example, 0.34 means a 34% yield). (1) The reactants are [Li].[CH3:2][C:3]1[CH:12]=[C:11]([N:13]2[CH2:17][CH2:16][CH2:15][CH2:14]2)[C:10]2[C:5](=[CH:6][C:7]([C:18]([N:20]3[CH2:24][CH2:23][CH2:22][CH2:21]3)=O)=[CH:8][CH:9]=2)[N:4]=1.C(C(C(C([O-])=O)O)O)([O-])=O.[Na+].[K+].C(OCC)(=O)C. The catalyst is O1CCCC1. The product is [CH3:2][C:3]1[CH:12]=[C:11]([N:13]2[CH2:14][CH2:15][CH2:16][CH2:17]2)[C:10]2[C:5](=[CH:6][C:7]([CH2:18][N:20]3[CH2:24][CH2:23][CH2:22][CH2:21]3)=[CH:8][CH:9]=2)[N:4]=1. The yield is 0.410. (2) The reactants are [CH3:1][NH:2][C:3]1[N:11]=[CH:10][N:9]=[C:8]2[C:4]=1[N:5]=[CH:6][N:7]2[C:12]1[CH:17]=[CH:16][C:15]([N+:18]([O-])=O)=[CH:14][CH:13]=1.[H][H]. The catalyst is CO.[C].[Pd]. The product is [NH2:18][C:15]1[CH:16]=[CH:17][C:12]([N:7]2[CH:6]=[N:5][C:4]3[C:8]2=[N:9][CH:10]=[N:11][C:3]=3[NH:2][CH3:1])=[CH:13][CH:14]=1. The yield is 0.700. (3) The reactants are FC(F)(F)C(O)=O.[Cl:8][C:9]1[CH:10]=[C:11]([CH:15]2[C:19]([C:22]3[CH:27]=[CH:26][C:25]([Cl:28])=[CH:24][CH:23]=3)([C:20]#[N:21])[CH:18]([CH:29]([CH2:32][CH3:33])[CH2:30][CH3:31])[NH:17][CH:16]2[C:34](O)=[O:35])[CH:12]=[CH:13][CH:14]=1.CC1(C)[O:42][C@@H:41]([CH2:43][CH2:44][NH2:45])[CH2:40][O:39]1.CN(C(ON1N=NC2C=CC=NC1=2)=[N+](C)C)C.F[P-](F)(F)(F)(F)F.CCN(C(C)C)C(C)C.Cl. The catalyst is C(Cl)Cl.O1CCCC1. The product is [OH:42][C@H:41]([CH2:40][OH:39])[CH2:43][CH2:44][NH:45][C:34]([CH:16]1[CH:15]([C:11]2[CH:12]=[CH:13][CH:14]=[C:9]([Cl:8])[CH:10]=2)[C:19]([C:22]2[CH:23]=[CH:24][C:25]([Cl:28])=[CH:26][CH:27]=2)([C:20]#[N:21])[CH:18]([CH:29]([CH2:32][CH3:33])[CH2:30][CH3:31])[NH:17]1)=[O:35]. The yield is 0.880. (4) The reactants are [CH2:1]([O:8][P:9]([O:19][C:20]1[CH:25]=[CH:24][C:23]([CH2:26][C:27]([OH:29])=[O:28])=[CH:22][CH:21]=1)([O:11][CH2:12][C:13]1[CH:18]=[CH:17][CH:16]=[CH:15][CH:14]=1)=[O:10])[C:2]1[CH:7]=[CH:6][CH:5]=[CH:4][CH:3]=1.[OH-].[Na+].[N+]([O-])([O-])=O.[Ag+:36]. The catalyst is O. The product is [Ag+:36].[CH2:12]([O:11][P:9]([O:19][C:20]1[CH:21]=[CH:22][C:23]([CH2:26][C:27]([O-:29])=[O:28])=[CH:24][CH:25]=1)([O:8][CH2:1][C:2]1[CH:7]=[CH:6][CH:5]=[CH:4][CH:3]=1)=[O:10])[C:13]1[CH:18]=[CH:17][CH:16]=[CH:15][CH:14]=1. The yield is 0.794. (5) The reactants are [CH3:1][O:2][C:3]1[CH:12]=[C:11]([O:13][CH3:14])[CH:10]=[C:9]2[C:4]=1[C:5](=[O:27])[NH:6][C:7]([C:15]1[CH:20]=[CH:19][C:18]([N:21]3[CH2:26][CH2:25][NH:24][CH2:23][CH2:22]3)=[CH:17][CH:16]=1)=[N:8]2.CCN(CC)CC.[CH:35]1([C:38](Cl)=[O:39])[CH2:37][CH2:36]1. The catalyst is C(Cl)Cl. The product is [CH:35]1([C:38]([N:24]2[CH2:23][CH2:22][N:21]([C:18]3[CH:19]=[CH:20][C:15]([C:7]4[NH:6][C:5](=[O:27])[C:4]5[C:9](=[CH:10][C:11]([O:13][CH3:14])=[CH:12][C:3]=5[O:2][CH3:1])[N:8]=4)=[CH:16][CH:17]=3)[CH2:26][CH2:25]2)=[O:39])[CH2:37][CH2:36]1. The yield is 0.630. (6) The reactants are [CH2:1]([O:3][CH2:4][C@H:5]([NH:26]C(=O)OC(C)(C)C)[CH2:6][NH:7][C:8]1[N:13]=[C:12]([NH:14][C:15]2[CH:16]=[C:17]([CH3:21])[CH:18]=[CH:19][CH:20]=2)[C:11]2[C:22](=[O:25])[NH:23][CH2:24][C:10]=2[CH:9]=1)[CH3:2].CCOC(C)=O.C1COCC1. The catalyst is C(Cl)Cl. The product is [NH2:26][C@@H:5]([CH2:4][O:3][CH2:1][CH3:2])[CH2:6][NH:7][C:8]1[N:13]=[C:12]([NH:14][C:15]2[CH:16]=[C:17]([CH3:21])[CH:18]=[CH:19][CH:20]=2)[C:11]2[C:22](=[O:25])[NH:23][CH2:24][C:10]=2[CH:9]=1. The yield is 0.130. (7) The reactants are [Br:1][C:2]1[CH:7]=[CH:6][C:5]([C:8]2([C:12]#N)[CH2:11][CH2:10][CH2:9]2)=[CH:4][CH:3]=1.[OH-:14].[K+].CC[OH:18]. The catalyst is O.C(OCC)(=O)C. The product is [Br:1][C:2]1[CH:7]=[CH:6][C:5]([C:8]2([C:12]([OH:18])=[O:14])[CH2:11][CH2:10][CH2:9]2)=[CH:4][CH:3]=1. The yield is 0.790. (8) The reactants are [CH2:1]=[C:2]1[CH2:5][CH:4]([C:6]([OH:8])=[O:7])[CH2:3]1.[H-].[Na+].CN(C)C=O.[CH2:16](I)[CH2:17][CH3:18]. The catalyst is C(OCC)(=O)C. The product is [CH2:1]=[C:2]1[CH2:5][CH:4]([C:6]([O:8][CH2:16][CH2:17][CH3:18])=[O:7])[CH2:3]1. The yield is 0.660. (9) The reactants are C([O:5][C@H:6]1[CH2:10][N:9]([C:11](=[O:19])[CH2:12][C:13]2[O:17][N:16]=[C:15]([CH3:18])[CH:14]=2)[C@H:8]([C:20]([NH:22][CH2:23][C:24]2[CH:29]=[CH:28][C:27]([C:30]3[S:34][CH:33]=[N:32][C:31]=3[CH3:35])=[CH:26][CH:25]=2)=[O:21])[CH2:7]1)(C)(C)C.C(O)(C(F)(F)F)=O. The catalyst is C(Cl)Cl. The product is [OH:5][C@H:6]1[CH2:10][N:9]([C:11](=[O:19])[CH2:12][C:13]2[O:17][N:16]=[C:15]([CH3:18])[CH:14]=2)[C@H:8]([C:20]([NH:22][CH2:23][C:24]2[CH:29]=[CH:28][C:27]([C:30]3[S:34][CH:33]=[N:32][C:31]=3[CH3:35])=[CH:26][CH:25]=2)=[O:21])[CH2:7]1. The yield is 0.560. (10) The reactants are [CH3:1][C:2]1[C:7]([O:8][C@@H:9]2[C@H:13]3[O:14][CH2:15][C@H:16]([NH2:17])[C@H:12]3[O:11][CH2:10]2)=[CH:6][CH:5]=[CH:4][N:3]=1.[C:18](N1C=CN=C1)(N1C=CN=C1)=[O:19].[NH2:30][C@H:31]1[CH2:36][CH2:35][O:34][CH2:33][C@H:32]1[O:37][CH3:38]. No catalyst specified. The product is [CH3:38][O:37][C@@H:32]1[C@H:31]([NH:30][C:18]([NH:17][C@H:16]2[CH2:15][O:14][C@@H:13]3[C@@H:9]([O:8][C:7]4[C:2]([CH3:1])=[N:3][CH:4]=[CH:5][CH:6]=4)[CH2:10][O:11][C@H:12]23)=[O:19])[CH2:36][CH2:35][O:34][CH2:33]1. The yield is 0.0400.